The task is: Predict the reaction yield, written as a fraction of the theoretical maximum amount of product (1.0 means a 100% yield; for example, 0.34 means a 34% yield).. This data is from Reaction yield outcomes from USPTO patents with 853,638 reactions. (1) The reactants are [C:1]([C:3]1[C:4]([C:20]([F:23])([F:22])[F:21])=[C:5]2[C:9](=[CH:10][CH:11]=1)[N:8]([CH2:12][C:13](=[CH2:18])[C:14](OC)=[O:15])[C:7]([CH3:19])=[CH:6]2)#[N:2].[Li+].[BH4-]. The catalyst is C1COCC1. The product is [OH:15][CH2:14][CH:13]([CH3:18])[CH2:12][N:8]1[C:9]2[C:5](=[C:4]([C:20]([F:23])([F:21])[F:22])[C:3]([C:1]#[N:2])=[CH:11][CH:10]=2)[CH:6]=[C:7]1[CH3:19]. The yield is 0.470. (2) The reactants are Cl[Si](C)(C)C.BrCCBr.CN(C)C=O.[F:15][C:16]1[CH:17]=[C:18]([CH:21]=[CH:22][C:23]=1[Cl:24])[CH2:19]Br.Br[C:26]1[N:27]=[C:28]([N:36]2[CH2:41][CH2:40][O:39][CH2:38][CH2:37]2)[S:29][C:30]=1[C:31]([O:33][CH2:34][CH3:35])=[O:32]. The catalyst is [Zn].CC(C)([P](C(C)(C)C)([Pd][P](C(C)(C)C)(C(C)(C)C)C(C)(C)C)C(C)(C)C)C. The product is [Cl:24][C:23]1[CH:22]=[CH:21][C:18]([CH2:19][C:26]2[N:27]=[C:28]([N:36]3[CH2:37][CH2:38][O:39][CH2:40][CH2:41]3)[S:29][C:30]=2[C:31]([O:33][CH2:34][CH3:35])=[O:32])=[CH:17][C:16]=1[F:15]. The yield is 0.682. (3) The reactants are F[C:2]1[CH:12]=[CH:11][C:5]([C:6]([O:8][CH2:9][CH3:10])=[O:7])=[CH:4][CH:3]=1.[NH:13]1[CH2:19][CH2:18][CH2:17][NH:16][CH2:15][CH2:14]1. The catalyst is CS(C)=O. The product is [N:13]1([C:2]2[CH:12]=[CH:11][C:5]([C:6]([O:8][CH2:9][CH3:10])=[O:7])=[CH:4][CH:3]=2)[CH2:19][CH2:18][CH2:17][NH:16][CH2:15][CH2:14]1. The yield is 0.940. (4) The reactants are [CH2:1]([NH:8][C:9]1[N:13]2[CH:14]=[C:15](Br)[CH:16]=[CH:17][C:12]2=[N:11][N:10]=1)[C:2]1[CH:7]=[CH:6][CH:5]=[CH:4][CH:3]=1.C([O-])([O-])=O.[K+].[K+].[NH:25]1CCC[C@H]1C(O)=O.[NH4+].[OH-]. The catalyst is CS(C)=O.O.[Cu]I. The product is [CH2:1]([NH:8][C:9]1[N:13]2[CH:14]=[C:15]([NH2:25])[CH:16]=[CH:17][C:12]2=[N:11][N:10]=1)[C:2]1[CH:7]=[CH:6][CH:5]=[CH:4][CH:3]=1. The yield is 0.770. (5) The reactants are [Cl-].[Cl-].[Cl-].[Al+3].[H-].[Al+3].[Li+].[H-].[H-].[H-].[CH3:11][C:12]1[O:13][C:14]2[CH:35]=[CH:34][CH:33]=[CH:32][C:15]=2[C:16]=1[C:17](=O)[C:18]1[CH:23]=[C:22]([CH:24]([CH3:26])[CH3:25])[C:21]([OH:27])=[C:20]([CH:28]([CH3:30])[CH3:29])[CH:19]=1. The catalyst is C(OCC)C. The product is [CH3:11][C:12]1[O:13][C:14]2[CH:35]=[CH:34][CH:33]=[CH:32][C:15]=2[C:16]=1[CH2:17][C:18]1[CH:19]=[C:20]([CH:28]([CH3:29])[CH3:30])[C:21]([OH:27])=[C:22]([CH:24]([CH3:26])[CH3:25])[CH:23]=1. The yield is 0.900.